From a dataset of Forward reaction prediction with 1.9M reactions from USPTO patents (1976-2016). Predict the product of the given reaction. Given the reactants C1(P(C2C=CC=CC=2)C2C=CC=CC=2)C=CC=CC=1.Br[C:21]1[N:29]2[C:24]([CH:25]=[N:26][C:27]([S:30][CH3:31])=[N:28]2)=[CH:23][CH:22]=1.CC1(C)C(C)(C)OB([C:40]2[CH:41]=[C:42]([CH2:46][CH2:47][C:48]#[N:49])[CH:43]=[CH:44][CH:45]=2)O1.C(=O)([O-])[O-].[Na+].[Na+].O, predict the reaction product. The product is: [CH3:31][S:30][C:27]1[N:26]=[CH:25][C:24]2=[CH:23][CH:22]=[C:21]([C:40]3[CH:41]=[C:42]([CH2:46][CH2:47][C:48]#[N:49])[CH:43]=[CH:44][CH:45]=3)[N:29]2[N:28]=1.